This data is from Reaction yield outcomes from USPTO patents with 853,638 reactions. The task is: Predict the reaction yield, written as a fraction of the theoretical maximum amount of product (1.0 means a 100% yield; for example, 0.34 means a 34% yield). (1) The reactants are [NH2:1][C:2]1[C:3]([C:8]2[CH:20]=[CH:19][C:11]([C:12]([O:14][C:15]([CH3:18])([CH3:17])[CH3:16])=[O:13])=[C:10]([F:21])[CH:9]=2)=[N:4][CH:5]=[CH:6][N:7]=1.[Br:22]N1C(=O)CCC1=O. The catalyst is C(#N)C. The product is [NH2:1][C:2]1[C:3]([C:8]2[CH:20]=[CH:19][C:11]([C:12]([O:14][C:15]([CH3:17])([CH3:18])[CH3:16])=[O:13])=[C:10]([F:21])[CH:9]=2)=[N:4][C:5]([Br:22])=[CH:6][N:7]=1. The yield is 0.640. (2) The reactants are [CH:1]1[C:13]2[CH:12]([CH2:14][O:15][C:16]([NH:18][C@@H:19]3[C:30](=[O:31])[O:29][CH2:28][C@@H:27]4[CH2:32][CH2:33][CH2:34][N:26]4[C:25](=[O:35])[C@H:24]([CH2:36][C:37](OC(C)(C)C)=[O:38])[CH2:23][CH:22]=[CH:21][CH2:20]3)=[O:17])[C:11]3[C:6](=[CH:7][CH:8]=[CH:9][CH:10]=3)[C:5]=2[CH:4]=[CH:3][CH:2]=1.FC(F)(F)C(O)=O.C1C2C(COC(N[C@@H]3C(=O)OC[C@@H]4CCCN4C(=O)[C@H](CC(O)=O)CC=CC3)=O)C3C(=CC=CC=3)C=2C=CC=1.[Cl:90][C:91]1[CH:96]=[CH:95][C:94]([CH2:97][NH2:98])=[CH:93][CH:92]=1. The catalyst is C(Cl)Cl.CO.C(Cl)Cl. The yield is 0.500. The product is [Cl:90][C:91]1[CH:96]=[CH:95][C:94]([CH2:97][NH:98][C:37](=[O:38])[CH2:36][C@@H:24]2[CH2:23][CH:22]=[CH:21][CH2:20][C@H:19]([NH:18][C:16](=[O:17])[O:15][CH2:14][CH:12]3[C:11]4[CH:10]=[CH:9][CH:8]=[CH:7][C:6]=4[C:5]4[C:13]3=[CH:1][CH:2]=[CH:3][CH:4]=4)[C:30](=[O:31])[O:29][CH2:28][C@@H:27]3[CH2:32][CH2:33][CH2:34][N:26]3[C:25]2=[O:35])=[CH:93][CH:92]=1.